This data is from NCI-60 drug combinations with 297,098 pairs across 59 cell lines. The task is: Regression. Given two drug SMILES strings and cell line genomic features, predict the synergy score measuring deviation from expected non-interaction effect. (1) Drug 1: CC1=C2C(C(=O)C3(C(CC4C(C3C(C(C2(C)C)(CC1OC(=O)C(C(C5=CC=CC=C5)NC(=O)OC(C)(C)C)O)O)OC(=O)C6=CC=CC=C6)(CO4)OC(=O)C)OC)C)OC. Drug 2: C1C(C(OC1N2C=NC3=C(N=C(N=C32)Cl)N)CO)O. Cell line: LOX IMVI. Synergy scores: CSS=42.3, Synergy_ZIP=3.24, Synergy_Bliss=2.92, Synergy_Loewe=-0.911, Synergy_HSA=6.59. (2) Drug 1: CCN(CC)CCNC(=O)C1=C(NC(=C1C)C=C2C3=C(C=CC(=C3)F)NC2=O)C. Drug 2: CC(C)CN1C=NC2=C1C3=CC=CC=C3N=C2N. Cell line: HCT116. Synergy scores: CSS=7.96, Synergy_ZIP=-4.16, Synergy_Bliss=-5.08, Synergy_Loewe=-2.53, Synergy_HSA=-2.40. (3) Drug 1: CC1=C(C(=CC=C1)Cl)NC(=O)C2=CN=C(S2)NC3=CC(=NC(=N3)C)N4CCN(CC4)CCO. Drug 2: C(CN)CNCCSP(=O)(O)O. Cell line: HT29. Synergy scores: CSS=8.43, Synergy_ZIP=0.0707, Synergy_Bliss=1.76, Synergy_Loewe=-8.17, Synergy_HSA=-0.787. (4) Drug 1: CC1=C2C(C(=O)C3(C(CC4C(C3C(C(C2(C)C)(CC1OC(=O)C(C(C5=CC=CC=C5)NC(=O)OC(C)(C)C)O)O)OC(=O)C6=CC=CC=C6)(CO4)OC(=O)C)OC)C)OC. Drug 2: C1=NNC2=C1C(=O)NC=N2. Cell line: HS 578T. Synergy scores: CSS=61.0, Synergy_ZIP=8.33, Synergy_Bliss=8.55, Synergy_Loewe=-26.1, Synergy_HSA=7.23.